From a dataset of Full USPTO retrosynthesis dataset with 1.9M reactions from patents (1976-2016). Predict the reactants needed to synthesize the given product. (1) Given the product [C:16]([O:8][C:7]([C@@H:2]1[CH2:3][CH2:4][C:5](=[O:6])[NH:1]1)=[O:9])([CH3:18])([CH3:17])[CH3:15], predict the reactants needed to synthesize it. The reactants are: [NH:1]1[C:5](=[O:6])[CH2:4][CH2:3][C@H:2]1[C:7]([OH:9])=[O:8].OS(O)(=O)=O.[CH3:15][C:16](=[CH2:18])[CH3:17].C(=O)=O.CC(C)=O.[OH-].[Na+]. (2) Given the product [CH:16]1([C:22]([CH3:27])([CH3:26])[C:23]([NH:2][CH2:3][C:4]([C:6]2[CH:7]=[C:8]([O:14][CH3:15])[CH:9]=[C:10]([O:12][CH3:13])[CH:11]=2)=[O:5])=[O:24])[CH2:21][CH2:20][CH2:19][CH2:18][CH2:17]1, predict the reactants needed to synthesize it. The reactants are: Cl.[NH2:2][CH2:3][C:4]([C:6]1[CH:11]=[C:10]([O:12][CH3:13])[CH:9]=[C:8]([O:14][CH3:15])[CH:7]=1)=[O:5].[CH:16]1([C:22]([CH3:27])([CH3:26])[C:23](Cl)=[O:24])[CH2:21][CH2:20][CH2:19][CH2:18][CH2:17]1.C(N(CC)CC)C.O. (3) Given the product [F:1][C:2]1[CH:7]=[CH:6][C:5]([C:8](=[O:9])[CH2:13][C:14]2[CH:15]=[CH:16][C:17](=[O:27])[N:18]([C:20]3[CH:25]=[CH:24][CH:23]=[CH:22][C:21]=3[CH3:26])[N:19]=2)=[CH:4][CH:3]=1, predict the reactants needed to synthesize it. The reactants are: [F:1][C:2]1[CH:7]=[CH:6][C:5]([C:8]2([CH2:13][C:14]3[CH:15]=[CH:16][C:17](=[O:27])[N:18]([C:20]4[CH:25]=[CH:24][CH:23]=[CH:22][C:21]=4[CH3:26])[N:19]=3)OCC[O:9]2)=[CH:4][CH:3]=1.Cl. (4) Given the product [IH:33].[IH:33].[N:11]1([C:15]2[N:19]([CH2:20][CH2:21][CH2:22][C:23]([F:26])([F:24])[F:25])[C:18]3[CH:27]=[CH:28][CH:29]=[CH:30][C:17]=3[N:16]=2)[CH2:12][CH2:13][CH2:14][NH:8][CH2:9][CH2:10]1, predict the reactants needed to synthesize it. The reactants are: C(OC([N:8]1[CH2:14][CH2:13][CH2:12][N:11]([C:15]2[N:19]([CH2:20][CH2:21][CH2:22][C:23]([F:26])([F:25])[F:24])[C:18]3[CH:27]=[CH:28][CH:29]=[CH:30][C:17]=3[N:16]=2)[CH2:10][CH2:9]1)=O)(C)(C)C.CO.[IH:33].